This data is from Reaction yield outcomes from USPTO patents with 853,638 reactions. The task is: Predict the reaction yield, written as a fraction of the theoretical maximum amount of product (1.0 means a 100% yield; for example, 0.34 means a 34% yield). The reactants are C1(P(C2C=CC=CC=2)C2C=CC=CC=2)C=CC=CC=1.CC(OC(/N=N/C(OC(C)C)=O)=O)C.[CH2:34]([O:36][C:37]1[CH:38]=[C:39]([C@H:45]([N:49]2[C:57](=[O:58])[C:56]3[C:51](=[CH:52][CH:53]=[CH:54][C:55]=3[NH:59][C:60]([CH:62]3[CH2:64][CH2:63]3)=[O:61])[CH2:50]2)[CH2:46][CH2:47]O)[CH:40]=[CH:41][C:42]=1[O:43][CH3:44])[CH3:35].[CH3:65][S-].[Na+].O[O:69][S:70]([O-:72])=O.[K+]. The catalyst is C1COCC1.CO.O. The product is [CH2:34]([O:36][C:37]1[CH:38]=[C:39]([C@H:45]([N:49]2[C:57](=[O:58])[C:56]3[C:51](=[CH:52][CH:53]=[CH:54][C:55]=3[NH:59][C:60]([CH:62]3[CH2:64][CH2:63]3)=[O:61])[CH2:50]2)[CH2:46][CH2:47][S:70]([CH3:65])(=[O:72])=[O:69])[CH:40]=[CH:41][C:42]=1[O:43][CH3:44])[CH3:35]. The yield is 0.0500.